The task is: Predict which catalyst facilitates the given reaction.. This data is from Catalyst prediction with 721,799 reactions and 888 catalyst types from USPTO. Reactant: [CH3:1][N:2]1[C:6]([C:7]([O:9][CH3:10])=[O:8])=[C:5]([C:11]([O:13][CH3:14])=[O:12])[N:4]=[CH:3]1.[Cl:15]N1C(C)(C)C(=O)N(Cl)C1=O.C(=O)(O)[O-].[Na+].C(OCC)(=O)C.CCCCCCC. Product: [Cl:15][C:3]1[N:2]([CH3:1])[C:6]([C:7]([O:9][CH3:10])=[O:8])=[C:5]([C:11]([O:13][CH3:14])=[O:12])[N:4]=1. The catalyst class is: 3.